The task is: Predict the product of the given reaction.. This data is from Forward reaction prediction with 1.9M reactions from USPTO patents (1976-2016). (1) The product is: [CH3:17][O:18][C:19]1[CH:30]=[CH:29][CH:28]=[CH:27][C:20]=1[CH:21]([N:22]1[CH2:26][CH2:25][CH2:24][CH2:23]1)[C:15]1[C:14]2[C:9](=[CH:10][CH:11]=[CH:12][CH:13]=2)[NH:8][C:7]=1[C:1]1[CH:6]=[CH:5][CH:4]=[CH:3][CH:2]=1. Given the reactants [C:1]1([C:7]2[NH:8][C:9]3[C:14]([CH:15]=2)=[CH:13][CH:12]=[CH:11][CH:10]=3)[CH:6]=[CH:5][CH:4]=[CH:3][CH:2]=1.[Cl-].[CH3:17][O:18][C:19]1[CH:30]=[CH:29][CH:28]=[CH:27][C:20]=1[CH:21]=[N+:22]1[CH2:26][CH2:25][CH2:24][CH2:23]1, predict the reaction product. (2) Given the reactants [CH2:1]([C:3]1[CH:8]=[CH:7][C:6]([C:9]2[CH:14]=[C:13]([C:15]([F:18])([F:17])[F:16])[N:12]3[N:19]=[CH:20][C:21]([C:22]([O:24][CH2:25][CH3:26])=[O:23])=[C:11]3[N:10]=2)=[CH:5][CH:4]=1)C.NC1C(C(OCC)=O)=CNN=1.FC(F)(F)C(=O)CC(C1C=CC(C)=CC=1)=O, predict the reaction product. The product is: [C:3]1([CH3:1])[CH:4]=[CH:5][C:6]([C:9]2[CH:14]=[C:13]([C:15]([F:16])([F:17])[F:18])[N:12]3[N:19]=[CH:20][C:21]([C:22]([O:24][CH2:25][CH3:26])=[O:23])=[C:11]3[N:10]=2)=[CH:7][CH:8]=1. (3) Given the reactants [N:1]1([CH2:7][C:8]2[S:9][CH:10]=[CH:11][N:12]=2)[CH2:6][CH2:5][NH:4][CH2:3][CH2:2]1.[Br:13][C:14]1[C:15](Cl)=[C:16]([N+:21]([O-:23])=[O:22])[C:17]([NH2:20])=[N:18][CH:19]=1, predict the reaction product. The product is: [Br:13][C:14]1[C:15]([N:4]2[CH2:3][CH2:2][N:1]([CH2:7][C:8]3[S:9][CH:10]=[CH:11][N:12]=3)[CH2:6][CH2:5]2)=[C:16]([N+:21]([O-:23])=[O:22])[C:17]([NH2:20])=[N:18][CH:19]=1.